This data is from Full USPTO retrosynthesis dataset with 1.9M reactions from patents (1976-2016). The task is: Predict the reactants needed to synthesize the given product. (1) Given the product [F:19][C:20]1[CH:21]=[C:22]([C:26]2[CH:31]=[CH:30][CH:29]=[CH:28][C:27]=2[C:32]([N:7]2[CH2:6][CH:5]3[CH2:1][N:2]([C:9]4[CH:18]=[N:17][C:16]5[C:11](=[CH:12][CH:13]=[CH:14][CH:15]=5)[N:10]=4)[CH2:3][CH:4]3[CH2:8]2)=[O:33])[CH:23]=[CH:24][CH:25]=1, predict the reactants needed to synthesize it. The reactants are: [CH2:1]1[CH:5]2[CH2:6][NH:7][CH2:8][CH:4]2[CH2:3][N:2]1[C:9]1[CH:18]=[N:17][C:16]2[C:11](=[CH:12][CH:13]=[CH:14][CH:15]=2)[N:10]=1.[F:19][C:20]1[CH:21]=[C:22]([C:26]2[C:27]([C:32](O)=[O:33])=[CH:28][CH:29]=[CH:30][CH:31]=2)[CH:23]=[CH:24][CH:25]=1. (2) Given the product [CH2:1]([C:10]1[CH:14]=[CH:13][S:12][C:11]=1[C:15]1[S:16][CH:17]=[CH:18][C:19]=1[CH2:1][CH2:2][CH2:3][CH2:4][CH2:5][CH3:6])[CH2:2][CH2:3][CH2:4][CH2:5][CH3:6], predict the reactants needed to synthesize it. The reactants are: [CH2:1]([Mg]Br)[CH2:2][CH2:3][CH2:4][CH2:5][CH3:6].Br[C:10]1[CH:14]=[CH:13][S:12][C:11]=1[C:15]1[S:16][CH:17]=[CH:18][C:19]=1Br.Cl. (3) Given the product [NH2:27][C:10]1[CH:11]=[C:12]([CH:25]=[CH:26][C:9]=1[NH:8][C:6]([O:5][C:1]([CH3:4])([CH3:3])[CH3:2])=[O:7])[O:13][CH2:14][C:15]1[CH:24]=[CH:23][CH:22]=[CH:21][C:16]=1[C:17]([O:19][CH3:20])=[O:18], predict the reactants needed to synthesize it. The reactants are: [C:1]([O:5][C:6]([NH:8][C:9]1[CH:26]=[CH:25][C:12]([O:13][CH2:14][C:15]2[CH:24]=[CH:23][CH:22]=[CH:21][C:16]=2[C:17]([O:19][CH3:20])=[O:18])=[CH:11][C:10]=1[N+:27]([O-])=O)=[O:7])([CH3:4])([CH3:3])[CH3:2].[Cl-].[NH4+].CO. (4) Given the product [CH3:38][N:36]([CH:35]=[N:22][S:21]([C:18]1[CH:17]=[CH:16][C:15]([C:14]2[C:9]([O:8][CH3:7])=[CH:10][CH:11]=[C:12]([C:25]3[S:29][C:28]([C:30]([N:49]([O:50][CH3:51])[CH3:48])=[O:32])=[C:27]([CH3:33])[C:26]=3[CH3:34])[CH:13]=2)=[CH:20][CH:19]=1)(=[O:23])=[O:24])[CH3:37], predict the reactants needed to synthesize it. The reactants are: C(Cl)(=O)C(Cl)=O.[CH3:7][O:8][C:9]1[C:14]([C:15]2[CH:20]=[CH:19][C:18]([S:21](=[O:24])(=[O:23])[NH2:22])=[CH:17][CH:16]=2)=[CH:13][C:12]([C:25]2[S:29][C:28]([C:30]([OH:32])=O)=[C:27]([CH3:33])[C:26]=2[CH3:34])=[CH:11][CH:10]=1.[CH3:35][N:36]([CH:38]=O)[CH3:37].C(N(CC)CC)C.Cl.[CH3:48][NH:49][O:50][CH3:51]. (5) The reactants are: [C:1]([C:4]1[C:22](=[O:23])[C@@:8]2([CH3:24])[C:9]3[C:15]([OH:16])=[CH:14][C:13]([O:17][CH3:18])=[C:12]([C:19]([NH2:21])=[O:20])[C:10]=3[O:11][C:7]2=[CH:6][C:5]=1[OH:25])(=[O:3])[CH3:2].[CH2:26]([C:30]1[CH:39]=[CH:38][C:37]2[C:32](=[CH:33][CH:34]=[CH:35][CH:36]=2)[C:31]=1[CH:40]=O)[CH2:27][CH2:28][CH3:29].C([SiH](CC)CC)C.FC(F)(F)C(O)=O. Given the product [C:1]([C:4]1[C:22](=[O:23])[C@@:8]2([CH3:24])[C:9]3[C:15]([OH:16])=[CH:14][C:13]([O:17][CH3:18])=[C:12]([C:19]([NH:21][CH2:40][C:31]4[C:32]5[C:37](=[CH:36][CH:35]=[CH:34][CH:33]=5)[CH:38]=[CH:39][C:30]=4[CH2:26][CH2:27][CH2:28][CH3:29])=[O:20])[C:10]=3[O:11][C:7]2=[CH:6][C:5]=1[OH:25])(=[O:3])[CH3:2], predict the reactants needed to synthesize it. (6) Given the product [CH3:1][C:2]1[CH:3]=[CH:4][C:5]([C:8]2[CH:9]=[C:10]([CH:15]=[C:16]([C:18]3[O:19][CH:20]=[CH:21][N:22]=3)[CH:17]=2)[C:11]([OH:13])=[O:12])=[N:6][CH:7]=1, predict the reactants needed to synthesize it. The reactants are: [CH3:1][C:2]1[CH:3]=[CH:4][C:5]([C:8]2[CH:9]=[C:10]([CH:15]=[C:16]([C:18]3[O:19][CH:20]=[CH:21][N:22]=3)[CH:17]=2)[C:11]([O:13]C)=[O:12])=[N:6][CH:7]=1.[OH-].[Na+]. (7) Given the product [N:3]1[CH:4]=[C:5]([CH2:7][N:19]2[CH2:18][CH2:17][N:16]([C:14]([O:13][C:9]([CH3:12])([CH3:11])[CH3:10])=[O:15])[CH2:21][CH2:20]2)[CH:6]=[N:1][CH:2]=1, predict the reactants needed to synthesize it. The reactants are: [N:1]1[CH:6]=[C:5]([CH:7]=O)[CH:4]=[N:3][CH:2]=1.[C:9]([O:13][C:14]([N:16]1[CH2:21][CH2:20][NH:19][CH2:18][CH2:17]1)=[O:15])([CH3:12])([CH3:11])[CH3:10].C([BH3-])#N.[Na+]. (8) Given the product [Br:1][C:2]1[CH:7]=[C:6]([CH2:8][Br:13])[C:5]([F:10])=[CH:4][C:3]=1[F:11], predict the reactants needed to synthesize it. The reactants are: [Br:1][C:2]1[C:3]([F:11])=[CH:4][C:5]([F:10])=[C:6]([CH2:8]O)[CH:7]=1.P(Br)(Br)[Br:13]. (9) Given the product [Br:22][C:17]1[CH:16]=[C:15]([C:13]2[NH:9][C:7]([CH3:8])=[N:10][CH:12]=2)[CH:20]=[CH:19][C:18]=1[CH3:21], predict the reactants needed to synthesize it. The reactants are: C(=O)(O)[O-].[K+].Cl.[C:7](=[NH:10])([NH2:9])[CH3:8].Br[CH2:12][C:13]([C:15]1[CH:20]=[CH:19][C:18]([CH3:21])=[C:17]([Br:22])[CH:16]=1)=O.